From a dataset of Experimentally validated miRNA-target interactions with 360,000+ pairs, plus equal number of negative samples. Binary Classification. Given a miRNA mature sequence and a target amino acid sequence, predict their likelihood of interaction. (1) The miRNA is hsa-miR-3173-5p with sequence UGCCCUGCCUGUUUUCUCCUUU. The protein sequence of the target gene is MSGGGGGGGSAPSRFADYFVICGLDTETGLEPDELSALCQYIQASKARDGASPFISSTTEGENFEQTPLRRTFKSKVLARYPENVEWNPFDQDAVGMLCMPKGLAFKTQADPREPQFHAFIITREDGSRTFGFALTFYEEVTSKQICSAMQTLYHMHNAEYDVLHAPPADDRDQSSMEDGEDTPVTKLQRFNSYDISRDTLYVSKCICLITPMSFMKACRSVLEQLHQAVTSPQPPPLPLESYIYNVLYEVPLPPPGRSLKFSGVYGPIICQRPSTNELPLFDFPVKEVFELLGVENVFQ.... Result: 0 (no interaction). (2) The miRNA is bta-miR-27b with sequence UUCACAGUGGCUAAGUUCUGC. The protein sequence of the target gene is MMNEDAAQKSDSGEKFNGSSQRRKRPKKSDSNASFLRAARAGNLDKVVEYLKGGIDINTCNQNGLNALHLAAKEGHVGLVQELLGRGSSVDSATKKGNTALHIASLAGQAEVVKVLVKEGANINAQSQNGFTPLYMAAQENHIDVVKYLLENGANQSTATEDGFTPLAVALQQGHNQAVAILLENDTKGKVRLPALHIAARKDDTKSAALLLQNDHNADVQSKMMVNRTTESGFTPLHIAAHYGNVNVATLLLNRGAAVDFTARNGITPLHVASKRGNTNMVKLLLDRGGQIDAKTRDGL.... Result: 0 (no interaction). (3) The miRNA is hsa-miR-4638-3p with sequence CCUGGACACCGCUCAGCCGGCCG. The protein sequence of the target gene is MPCRREEEEEAGEEAEGEEEEDDSFLLLQQSVTLGSSGEVDRLVAQIGETLQLDAAQDSPASPCAPPGVPLRAPGPLAAAVPADKARPPAVPLLLPPASAETVGPAPSGALRCALGDRGRVRGRAAPYCVAEVAAGPSALPGPCRRGWLRDAVTSRRLQQRRWTQAGARAGDDDPHRLLQQLVLSGNLIKEAVRRLQRAVAAVAATGPASAPGPGGGRSGPDRIALQPSGSLL. Result: 0 (no interaction). (4) The miRNA is hsa-miR-1537-5p with sequence AGCUGUAAUUAGUCAGUUUUCU. The protein sequence of the target gene is MEEVVIAGMSGKLPESENLQEFWANLIGGVDMVTDDDRRWKAGLYGLPKRSGKLKDLSKFDASFFGVHPKQAHTMDPQLRLLLEVSYEAIVDGGINPASLRGTNTGVWVGVSGSEASEALSRDPETLLGYSMVGCQRAMMANRLSFFFDFKGPSIALDTACSSSLLALQNAYQAIRSGECPAALVGGINLLLKPNTSVQFMKLGMLSPDGTCRSFDDSGSGYCRSEAVVAVLLTKKSLARRVYATILNAGTNTDGSKEQGVTFPSGEVQEQLICSLYQPAGLAPESLEYIEAHGTGTKVG.... Result: 0 (no interaction). (5) The miRNA is hsa-miR-3664-3p with sequence UCUCAGGAGUAAAGACAGAGUU. The protein sequence of the target gene is MGKDYYQTLGLARGASDEEIKRAYRRQALRYHPDKNKEPGAEEKFKEIAEAYDVLSDPRKREIFDRYGEEGLKGSGPSGGSGGGANGTSFSYTFHGDPHAMFAEFFGGRNPFDTFFGQRNGEEGMDIDDPFSGFPMGMGGFTNVNFGRSRSAQEPARKKQDPPVTHDLRVSLEEIYSGCTKKMKISHKRLNPDGKSIRNEDKILTIEVKKGWKEGTKITFPKEGDQTSNNIPADIVFVLKDKPHNIFKRDGSDVIYPARISLREALCGCTVNVPTLDGRTIPVVFKDVIRPGMRRKVPGE.... Result: 0 (no interaction). (6) The miRNA is hsa-miR-6500-3p with sequence ACACUUGUUGGGAUGACCUGC. The protein sequence of the target gene is MLGKDYMLAIILVNCDDDLWGDHSLEVEAGLPPGWRKIHDAAGTYYWHVPSGSTQWQRPTWELGDAEDPGTGTEGIWGLRPPKGRSFSSLESSLDRSNSLSWYGGESYIQSMEPGAKCFAVRSLGWVEVPEEDLAPGKSSIAVNNCIQQLAQTRSRSQPPDGAWGEGQNMLMILKKDAMSLVNPLDHSLIHCQPLVHIRVWGVGSSKGRDRDFAFVASDKDSCMLKCHVFCCDVPAKAIASALHGLCAQILSERVEVSGDASCCSPDPISPEDLPRQVELLDAVSQAAQKYEALYMGTLP.... Result: 0 (no interaction). (7) The miRNA is hsa-miR-5582-5p with sequence UAGGCACACUUAAAGUUAUAGC. The protein sequence of the target gene is MAKRVAEKELTDRNWDEEDEVEEMGTFSVASEEVMKNRAVKKAKRRNVGFESDSGGAFKGFKGLVVPSGGGGFSGFGGSGGKPLEGLTNGNSTDNATPFSNVKTAAEPKAAFGSFAVNGPTTLVDKKISSPKCNNSNQPPSSGPASSTACPGNAYHKQLAGLNCSVRDWIVKHVNTNPLCDLTPIFKDYERYLATIEKQLENGGGSSSESQTDRATAGMEPPSLFGSTKLQQESPFSFHGNKAEDTSEKVEFTAEKKSDAAQGATSASFSFGKKIESSALGSLSSGSLTGFSFSAGSSSL.... Result: 0 (no interaction).